Predict the product of the given reaction. From a dataset of Forward reaction prediction with 1.9M reactions from USPTO patents (1976-2016). (1) Given the reactants [Li+].[CH3:2][CH2:3][CH2:4][CH2-:5].Br[C:7]1[CH:8]=[CH:9][CH:10]=[C:11]2[C:16]=1[N:15]=[CH:14][CH:13]=[CH:12]2.[N:17]([P:20](Cl)Cl)([CH3:19])[CH3:18], predict the reaction product. The product is: [N:15]1[C:14]2[C:5](=[CH:10][CH:11]=[CH:12][C:13]=2[P:20]([C:7]2[CH:8]=[CH:9][CH:10]=[C:11]3[C:16]=2[N:15]=[CH:14][CH:13]=[CH:12]3)[N:17]([CH3:19])[CH3:18])[CH:4]=[CH:3][CH:2]=1. (2) Given the reactants I[CH2:2][CH2:3][CH2:4][O:5][CH3:6].[Br:7][C:8]1[CH:13]=[CH:12][NH:11][C:10](=[O:14])[CH:9]=1, predict the reaction product. The product is: [Br:7][C:8]1[CH:13]=[CH:12][N:11]=[C:10]([O:14][CH2:2][CH2:3][CH2:4][O:5][CH3:6])[CH:9]=1. (3) Given the reactants [S:1]1[CH2:6][CH2:5][CH:4]=[C:3]([C:7]([OH:9])=O)[CH2:2]1.CC[N:12](C(C)C)C(C)C.CN(C(ON1N=NC2C=CC=CC1=2)=[N+](C)C)C.[B-](F)(F)(F)F.C[Si](N[Si](C)(C)C)(C)C.Cl, predict the reaction product. The product is: [S:1]1[CH2:6][CH2:5][CH:4]=[C:3]([C:7]([NH2:12])=[O:9])[CH2:2]1. (4) Given the reactants [Br:1][C:2]1[CH:3]=[C:4]([F:15])[C:5]([F:14])=[C:6]2[C:11]=1[O:10][CH2:9][CH2:8][C:7]2=[N:12]O, predict the reaction product. The product is: [Br:1][C:2]1[CH:3]=[C:4]([F:15])[C:5]([F:14])=[C:6]2[C:11]=1[O:10][CH2:9][CH2:8][CH:7]2[NH2:12]. (5) Given the reactants [NH2:1][C@H:2]([C:13]([NH:15][CH2:16][CH2:17][CH2:18][CH2:19][NH:20][C:21]([O:23][C:24]([CH3:27])([CH3:26])[CH3:25])=[O:22])=[O:14])[CH2:3][C:4]1[C:12]2[C:7](=[CH:8][CH:9]=[CH:10][CH:11]=2)[NH:6][CH:5]=1.[NH:28]([C:56]([O:58][C:59]([CH3:62])([CH3:61])[CH3:60])=[O:57])[C@H:29]([C:45]([NH:47][C@H:48]([C:53](O)=[O:54])[CH2:49][C:50](=[O:52])[NH2:51])=[O:46])[CH2:30][C:31]1[CH:36]=[CH:35][C:34]([O:37][CH2:38][C:39]2[CH:44]=[CH:43][CH:42]=[CH:41][CH:40]=2)=[CH:33][CH:32]=1.C(Cl)CCl.C1C=CC2N(O)N=NC=2C=1, predict the reaction product. The product is: [NH:28]([C:56]([O:58][C:59]([CH3:62])([CH3:61])[CH3:60])=[O:57])[C@H:29]([C:45]([NH:47][C@H:48]([C:53]([NH:1][C@H:2]([C:13]([NH:15][CH2:16][CH2:17][CH2:18][CH2:19][NH:20][C:21]([O:23][C:24]([CH3:27])([CH3:26])[CH3:25])=[O:22])=[O:14])[CH2:3][C:4]1[C:12]2[C:7](=[CH:8][CH:9]=[CH:10][CH:11]=2)[NH:6][CH:5]=1)=[O:54])[CH2:49][C:50](=[O:52])[NH2:51])=[O:46])[CH2:30][C:31]1[CH:36]=[CH:35][C:34]([O:37][CH2:38][C:39]2[CH:44]=[CH:43][CH:42]=[CH:41][CH:40]=2)=[CH:33][CH:32]=1. (6) Given the reactants [Cl:1][CH2:2][C:3]([N:5]1[C@@H:12]([C:13]#[CH:14])[CH2:11][CH2:10][C@H:6]1[C:7]([NH2:9])=O)=[O:4].N1C=CN=C1.O=P(Cl)(Cl)Cl, predict the reaction product. The product is: [Cl:1][CH2:2][C:3]([N:5]1[C@@H:12]([C:13]#[CH:14])[CH2:11][CH2:10][C@H:6]1[C:7]#[N:9])=[O:4]. (7) Given the reactants Cl[C:2]1[C:3]([CH3:22])=[CH:4][C:5]2[N:6]([C:8]([C:11]3[CH:16]=[CH:15][CH:14]=[C:13]([O:17][C:18]([F:21])([F:20])[F:19])[CH:12]=3)=[CH:9][N:10]=2)[N:7]=1.[CH3:23][N:24]1[CH2:29][CH2:28][CH:27]([CH2:30][NH2:31])[CH2:26][CH2:25]1.CC([O-])(C)C.[Na+], predict the reaction product. The product is: [CH3:22][C:3]1[C:2]([NH:31][CH2:30][CH:27]2[CH2:28][CH2:29][N:24]([CH3:23])[CH2:25][CH2:26]2)=[N:7][N:6]2[C:8]([C:11]3[CH:16]=[CH:15][CH:14]=[C:13]([O:17][C:18]([F:21])([F:20])[F:19])[CH:12]=3)=[CH:9][N:10]=[C:5]2[CH:4]=1. (8) Given the reactants [OH-].[Na+].Br[CH2:4][CH2:5][CH2:6][CH2:7][CH2:8][CH2:9][Br:10].[CH2:11]([OH:15])[CH2:12][C:13]#[CH:14].COC(C)(C)C, predict the reaction product. The product is: [CH2:11]([O:15][CH2:4][CH2:5][CH2:6][CH2:7][CH2:8][CH2:9][Br:10])[CH2:12][C:13]#[CH:14].